Task: Predict the product of the given reaction.. Dataset: Forward reaction prediction with 1.9M reactions from USPTO patents (1976-2016) (1) Given the reactants C([O:8][C:9]1[CH:18]=[C:17]2[C:12]([CH2:13][CH2:14][NH:15][CH:16]2[CH2:19][C:20]2[CH:25]=[CH:24][C:23]([Cl:26])=[C:22]([Cl:27])[CH:21]=2)=[CH:11][C:10]=1[O:28][CH3:29])C1C=CC=CC=1, predict the reaction product. The product is: [Cl:27][C:22]1[CH:21]=[C:20]([CH:25]=[CH:24][C:23]=1[Cl:26])[CH2:19][CH:16]1[C:17]2[C:12](=[CH:11][C:10]([O:28][CH3:29])=[C:9]([OH:8])[CH:18]=2)[CH2:13][CH2:14][NH:15]1. (2) Given the reactants [CH2:1]([O:8][CH:9]1[CH2:12][C:11](=[O:13])[CH2:10]1)[C:2]1[CH:7]=[CH:6][CH:5]=[CH:4][CH:3]=1.O1CCCC1.CO.[BH4-].[Na+], predict the reaction product. The product is: [CH2:1]([O:8][CH:9]1[CH2:12][CH:11]([OH:13])[CH2:10]1)[C:2]1[CH:7]=[CH:6][CH:5]=[CH:4][CH:3]=1. (3) Given the reactants [CH3:1][CH:2]1[C:8](=[O:9])[NH:7][C:6]2[CH:10]=[CH:11][CH:12]=[CH:13][C:5]=2[C:4]([C:14]2[CH:19]=[CH:18][CH:17]=[CH:16][CH:15]=2)=[N:3]1.[Br:20]Br, predict the reaction product. The product is: [Br:20][C:12]1[CH:11]=[CH:10][C:6]2[NH:7][C:8](=[O:9])[CH:2]([CH3:1])[N:3]=[C:4]([C:14]3[CH:19]=[CH:18][CH:17]=[CH:16][CH:15]=3)[C:5]=2[CH:13]=1. (4) Given the reactants FC(F)(F)C(O)=O.[S:8]1[C:12]2[CH:13]=[CH:14][CH:15]=[CH:16][C:11]=2[N:10]=[C:9]1[S:17]([N:20]1[CH2:25][CH2:24][NH:23][CH2:22][C:21]1=[O:26])(=[O:19])=[O:18].[CH:27]([O:40][C:41]([NH:43][C:44]1[N:52]=[CH:51][N:50]=[C:49]2[C:45]=1[N:46]=[CH:47][N:48]2[CH2:53][C:54](O)=[O:55])=[O:42])([C:34]1[CH:39]=[CH:38][CH:37]=[CH:36][CH:35]=1)[C:28]1[CH:33]=[CH:32][CH:31]=[CH:30][CH:29]=1, predict the reaction product. The product is: [S:8]1[C:12]2[CH:13]=[CH:14][CH:15]=[CH:16][C:11]=2[N:10]=[C:9]1[S:17]([N:20]1[CH2:25][CH2:24][N:23]([C:54](=[O:55])[CH2:53][N:48]2[CH:47]=[N:46][C:45]3[C:49]2=[N:50][CH:51]=[N:52][C:44]=3[NH:43][C:41]([O:40][CH:27]([C:34]2[CH:39]=[CH:38][CH:37]=[CH:36][CH:35]=2)[C:28]2[CH:33]=[CH:32][CH:31]=[CH:30][CH:29]=2)=[O:42])[CH2:22][C:21]1=[O:26])(=[O:19])=[O:18]. (5) Given the reactants Cl.C([O:4][CH:5](OCC)[CH2:6][O:7][C:8]1[CH:15]=[CH:14][C:11]([C:12]#[N:13])=[CH:10][CH:9]=1)C, predict the reaction product. The product is: [C:12]([C:11]1[CH:14]=[CH:15][C:8]([O:7][CH2:6][CH:5]=[O:4])=[CH:9][CH:10]=1)#[N:13].